Dataset: Forward reaction prediction with 1.9M reactions from USPTO patents (1976-2016). Task: Predict the product of the given reaction. (1) Given the reactants [Br:1][C:2]1[CH:7]=[C:6]([C:8]([F:11])([F:10])[F:9])[CH:5]=[CH:4][C:3]=1/[CH:12]=[CH:13]/[C:14]([OH:16])=O.[NH2:17][C:18]1[CH:26]=[CH:25][C:21]2[N:22]=[CH:23][S:24][C:20]=2[CH:19]=1, predict the reaction product. The product is: [S:24]1[C:20]2[CH:19]=[C:18]([NH:17][C:14](=[O:16])/[CH:13]=[CH:12]/[C:3]3[CH:4]=[CH:5][C:6]([C:8]([F:9])([F:10])[F:11])=[CH:7][C:2]=3[Br:1])[CH:26]=[CH:25][C:21]=2[N:22]=[CH:23]1. (2) Given the reactants [CH3:1]/[C:2](/[C:6]1[CH:15]=[CH:14][C:9]([C:10]([O:12][CH3:13])=[O:11])=[CH:8][CH:7]=1)=[CH:3]/[CH2:4][CH3:5].[H][H], predict the reaction product. The product is: [CH3:1][CH:2]([C:6]1[CH:7]=[CH:8][C:9]([C:10]([O:12][CH3:13])=[O:11])=[CH:14][CH:15]=1)[CH2:3][CH2:4][CH3:5].